This data is from Full USPTO retrosynthesis dataset with 1.9M reactions from patents (1976-2016). The task is: Predict the reactants needed to synthesize the given product. (1) Given the product [N+:1]([C:4]1[N:5]=[CH:6][C:7]([O:10][CH:12]2[CH2:13][N:14]([C:16]([O:18][C:19]([CH3:22])([CH3:21])[CH3:20])=[O:17])[CH2:15]2)=[CH:8][CH:9]=1)([O-:3])=[O:2], predict the reactants needed to synthesize it. The reactants are: [N+:1]([C:4]1[CH:9]=[CH:8][C:7]([OH:10])=[CH:6][N:5]=1)([O-:3])=[O:2].I[CH:12]1[CH2:15][N:14]([C:16]([O:18][C:19]([CH3:22])([CH3:21])[CH3:20])=[O:17])[CH2:13]1.[H-].[Na+]. (2) Given the product [Cl:18][C:13]1[CH:14]=[CH:15][CH:16]=[CH:17][C:12]=1[C:9]1[C:10]([I:11])=[C:6]2[N:5]=[C:4]([CH3:19])[N:3]=[C:2]([N:33]3[CH2:32][CH2:31][C:30]([NH:29][CH2:27][CH3:28])([C:36]([NH2:38])=[O:37])[CH2:35][CH2:34]3)[N:7]2[N:8]=1, predict the reactants needed to synthesize it. The reactants are: Cl[C:2]1[N:7]2[N:8]=[C:9]([C:12]3[CH:17]=[CH:16][CH:15]=[CH:14][C:13]=3[Cl:18])[C:10]([I:11])=[C:6]2[N:5]=[C:4]([CH3:19])[N:3]=1.C(N(CC)CC)C.[CH2:27]([NH:29][C:30]1([C:36]([NH2:38])=[O:37])[CH2:35][CH2:34][NH:33][CH2:32][CH2:31]1)[CH3:28].